Dataset: Reaction yield outcomes from USPTO patents with 853,638 reactions. Task: Predict the reaction yield, written as a fraction of the theoretical maximum amount of product (1.0 means a 100% yield; for example, 0.34 means a 34% yield). The reactants are [BH4-].[Na+].O.[CH2:4]([O:6][CH:7]([O:19][CH2:20][CH3:21])[CH2:8]/[N:9]=[CH:10]/[C:11]1[CH:16]=[CH:15][CH:14]=[C:13]([O:17][CH3:18])[CH:12]=1)[CH3:5]. The catalyst is C(O)C. The product is [CH2:20]([O:19][CH:7]([O:6][CH2:4][CH3:5])[CH2:8][NH:9][CH2:10][C:11]1[CH:16]=[CH:15][CH:14]=[C:13]([O:17][CH3:18])[CH:12]=1)[CH3:21]. The yield is 0.920.